Dataset: Catalyst prediction with 721,799 reactions and 888 catalyst types from USPTO. Task: Predict which catalyst facilitates the given reaction. (1) The catalyst class is: 10. Product: [OH:33][CH2:32][C@@H:30]1[O:31][C:14]2[CH:15]=[CH:16][C:17]([N+:19]([O-:21])=[O:20])=[CH:18][C:13]=2[N:12]([S:9]([C:5]2[CH:4]=[C:3]([CH:8]=[CH:7][CH:6]=2)[C:1]#[N:2])(=[O:11])=[O:10])[CH2:29]1. Reactant: [C:1]([C:3]1[CH:4]=[C:5]([S:9]([NH:12][C:13]2[CH:18]=[C:17]([N+:19]([O-:21])=[O:20])[CH:16]=[CH:15][C:14]=2F)(=[O:11])=[O:10])[CH:6]=[CH:7][CH:8]=1)#[N:2].C(=O)([O-])[O-].[K+].[K+].[CH2:29]1[O:31][C@H:30]1[CH2:32][OH:33]. (2) Reactant: [CH3:1][C@:2]1([C:25]2[CH:30]=[CH:29][CH:28]=[CH:27][CH:26]=2)[C:11]2[C:6]3=[C:7]([C@:15]([CH3:24])([C:18]4[CH:23]=[CH:22][CH:21]=[CH:20][CH:19]=4)[CH2:16][CH2:17][N:5]3[CH2:4][CH2:3]1)[CH:8]=[C:9]([N+:12]([O-])=O)[CH:10]=2. The catalyst class is: 123. Product: [CH3:1][C@:2]1([C:25]2[CH:30]=[CH:29][CH:28]=[CH:27][CH:26]=2)[C:11]2[C:6]3=[C:7]([C@:15]([CH3:24])([C:18]4[CH:23]=[CH:22][CH:21]=[CH:20][CH:19]=4)[CH2:16][CH2:17][N:5]3[CH2:4][CH2:3]1)[CH:8]=[C:9]([NH2:12])[CH:10]=2.